Dataset: Reaction yield outcomes from USPTO patents with 853,638 reactions. Task: Predict the reaction yield, written as a fraction of the theoretical maximum amount of product (1.0 means a 100% yield; for example, 0.34 means a 34% yield). The reactants are [NH2:1][C:2]1[C:7]2=[C:8](Br)[N:9]=[C:10]([C@H:11]3[CH2:16][CH2:15][C@H:14]([C:17]([OH:19])=[O:18])[CH2:13][CH2:12]3)[N:6]2[N:5]=[CH:4][N:3]=1.C(=O)([O-])[O-].[Na+].[Na+].C1(P(C2C=CC(S(O)(=O)=O)=CC=2)C2C=CC(S(O)(=O)=O)=CC=2)C=CC=CC=1.[CH3:54][O:55][C:56]1[CH:57]=[CH:58][CH:59]=[C:60]2[C:64]=1[NH:63][C:62](B1OC(C)(C)C(C)(C)O1)=[CH:61]2. The catalyst is O.C(O)C.C1COCC1.C([O-])(=O)C.[Pd+2].C([O-])(=O)C. The product is [NH2:1][C:2]1[C:7]2=[C:8]([C:62]3[NH:63][C:64]4[C:60]([CH:61]=3)=[CH:59][CH:58]=[CH:57][C:56]=4[O:55][CH3:54])[N:9]=[C:10]([C@H:11]3[CH2:16][CH2:15][C@H:14]([C:17]([OH:19])=[O:18])[CH2:13][CH2:12]3)[N:6]2[N:5]=[CH:4][N:3]=1. The yield is 0.770.